This data is from Forward reaction prediction with 1.9M reactions from USPTO patents (1976-2016). The task is: Predict the product of the given reaction. Given the reactants [NH2:1][C:2]1[CH:11]=[CH:10][C:5]([C:6]([O:8][CH3:9])=[O:7])=[CH:4][C:3]=1[S:12]([CH3:15])(=[O:14])=[O:13].[H-].[Na+].Cl[S:19]([C:22]1[S:26][C:25]2[CH:27]=[CH:28][C:29]([F:31])=[CH:30][C:24]=2[C:23]=1[CH3:32])(=[O:21])=[O:20], predict the reaction product. The product is: [F:31][C:29]1[CH:28]=[CH:27][C:25]2[S:26][C:22]([S:19]([NH:1][C:2]3[CH:11]=[CH:10][C:5]([C:6]([O:8][CH3:9])=[O:7])=[CH:4][C:3]=3[S:12]([CH3:15])(=[O:14])=[O:13])(=[O:20])=[O:21])=[C:23]([CH3:32])[C:24]=2[CH:30]=1.